From a dataset of NCI-60 drug combinations with 297,098 pairs across 59 cell lines. Regression. Given two drug SMILES strings and cell line genomic features, predict the synergy score measuring deviation from expected non-interaction effect. (1) Synergy scores: CSS=32.8, Synergy_ZIP=-1.25, Synergy_Bliss=10.6, Synergy_Loewe=1.44, Synergy_HSA=8.16. Drug 1: C1CC(=O)NC(=O)C1N2CC3=C(C2=O)C=CC=C3N. Cell line: UO-31. Drug 2: C1=NC2=C(N1)C(=S)N=CN2. (2) Drug 1: CC1=C(N=C(N=C1N)C(CC(=O)N)NCC(C(=O)N)N)C(=O)NC(C(C2=CN=CN2)OC3C(C(C(C(O3)CO)O)O)OC4C(C(C(C(O4)CO)O)OC(=O)N)O)C(=O)NC(C)C(C(C)C(=O)NC(C(C)O)C(=O)NCCC5=NC(=CS5)C6=NC(=CS6)C(=O)NCCC[S+](C)C)O. Drug 2: CC1=C(C(=O)C2=C(C1=O)N3CC4C(C3(C2COC(=O)N)OC)N4)N. Cell line: OVCAR-4. Synergy scores: CSS=12.5, Synergy_ZIP=-5.95, Synergy_Bliss=-2.55, Synergy_Loewe=0.550, Synergy_HSA=1.51.